This data is from Full USPTO retrosynthesis dataset with 1.9M reactions from patents (1976-2016). The task is: Predict the reactants needed to synthesize the given product. (1) Given the product [F:1][C:2]1[CH:7]=[C:6]([F:8])[CH:5]=[CH:4][C:3]=1[CH2:9][CH2:10][O:11][C:13]1[CH:23]=[C:17]2[N:18]([CH3:22])[CH2:19][CH2:20][CH2:21][N:16]2[C:15](=[O:24])[N:14]=1, predict the reactants needed to synthesize it. The reactants are: [F:1][C:2]1[CH:7]=[C:6]([F:8])[CH:5]=[CH:4][C:3]=1[CH2:9][CH2:10][OH:11].Cl[C:13]1[CH:23]=[C:17]2[N:18]([CH3:22])[CH2:19][CH2:20][CH2:21][N:16]2[C:15](=[O:24])[N:14]=1. (2) Given the product [O:7]1[CH:5]=[CH:4][CH:3]=[CH:2]1.[S:6]1[CH:5]=[CH:4][CH:3]=[CH:2]1, predict the reactants needed to synthesize it. The reactants are: N1[CH:5]=[CH:4][CH:3]=[CH:2]1.[S:6]([O-])([O-])(=O)=[O:7].[Na+].[Na+]. (3) Given the product [C:1]([O:4][CH:5]1[C:9]2=[N:10][CH:11]=[C:12]([NH:28][C:45]([C:43]3[CH:42]=[CH:41][C:40]([F:48])=[C:39]([C:31]4[C:30]([F:29])=[CH:35][C:34]([S:36][CH3:37])=[CH:33][C:32]=4[F:38])[N:44]=3)=[O:46])[C:13]([N:14]3[CH2:19][CH2:18][CH2:17][C@H:16]([NH:20][C:21]([O:23][C:24]([CH3:27])([CH3:26])[CH3:25])=[O:22])[CH2:15]3)=[C:8]2[CH2:7][CH2:6]1)(=[O:3])[CH3:2], predict the reactants needed to synthesize it. The reactants are: [C:1]([O:4][CH:5]1[C:9]2=[N:10][CH:11]=[C:12]([NH2:28])[C:13]([N:14]3[CH2:19][CH2:18][CH2:17][C@H:16]([NH:20][C:21]([O:23][C:24]([CH3:27])([CH3:26])[CH3:25])=[O:22])[CH2:15]3)=[C:8]2[CH2:7][CH2:6]1)(=[O:3])[CH3:2].[F:29][C:30]1[CH:35]=[C:34]([S:36][CH3:37])[CH:33]=[C:32]([F:38])[C:31]=1[C:39]1[N:44]=[C:43]([C:45](O)=[O:46])[CH:42]=[CH:41][C:40]=1[F:48].CN(C(ON1N=NC2C=CC=NC1=2)=[N+](C)C)C.F[P-](F)(F)(F)(F)F.CCN(C(C)C)C(C)C. (4) Given the product [F:22][C:3]1[C:2]([N:33]2[CH2:32][CH2:31][N:30]([C:27]3[CH:26]=[CH:25][C:24]([F:23])=[CH:29][CH:28]=3)[CH2:35][CH2:34]2)=[CH:21][C:6]2=[N:7][C:8]3[N:9]([NH:19][CH3:20])[CH:10]=[C:11]([C:16]([OH:18])=[O:17])[C:12](=[O:15])[C:13]=3[CH:14]=[C:5]2[CH:4]=1, predict the reactants needed to synthesize it. The reactants are: Cl[C:2]1[C:3]([F:22])=[CH:4][C:5]2[C:6]([CH:21]=1)=[N:7][C:8]1[N:9]([NH:19][CH3:20])[CH:10]=[C:11]([C:16]([OH:18])=[O:17])[C:12](=[O:15])[C:13]=1[CH:14]=2.[F:23][C:24]1[CH:29]=[CH:28][C:27]([N:30]2[CH2:35][CH2:34][NH:33][CH2:32][CH2:31]2)=[CH:26][CH:25]=1.C(O)C. (5) Given the product [I:27][C:18]1[CH:17]=[CH:16][C:15]2[N:14]([C:6](=[O:13])[C:7]3[CH:12]=[CH:11][CH:10]=[CH:9][CH:8]=3)[C:26]3[C:21]([C:20]=2[CH:19]=1)=[CH:22][C:23]([I:1])=[CH:24][CH:25]=3, predict the reactants needed to synthesize it. The reactants are: [I:1]([O-])(=O)=O.[K+].[C:6]([N:14]1[C:26]2[CH:25]=[CH:24][CH:23]=[CH:22][C:21]=2[C:20]2[C:15]1=[CH:16][CH:17]=[CH:18][CH:19]=2)(=[O:13])[C:7]1[CH:12]=[CH:11][CH:10]=[CH:9][CH:8]=1.[I-:27].[K+]. (6) The reactants are: [CH3:1][C:2]1[CH:8]=[C:7]([O:9][C:10]2[S:14][N:13]=[C:12]([C:15]3([CH3:18])[CH2:17][CH2:16]3)[N:11]=2)[C:6]([CH3:19])=[CH:5][C:3]=1[NH2:4].CO[CH:22](OC)[N:23]([CH2:25][CH3:26])[CH3:24]. Given the product [CH3:1][C:2]1[CH:8]=[C:7]([O:9][C:10]2[S:14][N:13]=[C:12]([C:15]3([CH3:18])[CH2:16][CH2:17]3)[N:11]=2)[C:6]([CH3:19])=[CH:5][C:3]=1[N:4]=[CH:22][N:23]([CH2:25][CH3:26])[CH3:24], predict the reactants needed to synthesize it. (7) The reactants are: Br[C:2]1[CH:7]=[CH:6][C:5]([Cl:8])=[CH:4][C:3]=1[N+:9]([O-:11])=[O:10].C(N(CC)CC)C.[C:19]([O:23][CH2:24][CH3:25])(=[O:22])[CH:20]=[CH2:21].C1(P(C2C=CC=CC=2)C2C=CC=CC=2)C=CC=CC=1. Given the product [CH2:24]([O:23][C:19](=[O:22])/[CH:20]=[CH:21]/[C:2]1[CH:7]=[CH:6][C:5]([Cl:8])=[CH:4][C:3]=1[N+:9]([O-:11])=[O:10])[CH3:25], predict the reactants needed to synthesize it. (8) Given the product [Br:1][C:2]1[CH:3]=[C:4]([CH:8]=[CH:9][CH:10]=1)[C:5]([NH:25][CH:24]1[CH2:22][CH2:23]1)=[O:7], predict the reactants needed to synthesize it. The reactants are: [Br:1][C:2]1[CH:3]=[C:4]([CH:8]=[CH:9][CH:10]=1)[C:5]([OH:7])=O.CN(C(ON1N=NC2[CH:22]=[CH:23][CH:24]=[N:25]C1=2)=[N+](C)C)C.F[P-](F)(F)(F)(F)F.CCN(C(C)C)C(C)C.C1(N)CC1. (9) Given the product [C:10]([NH:17][C:18]([C:45]1[CH:50]=[CH:49][CH:48]=[C:47]([C:51]([F:54])([F:53])[F:52])[CH:46]=1)([CH3:44])[CH2:19][NH:20][C:21](=[O:43])[CH2:22][N:23]1[C:27](=[O:28])[N:26]([CH2:29][C@H:30]([OH:35])[C:31]([F:34])([F:33])[F:32])[C:25]([C:36]2[CH:41]=[CH:40][C:39]([Cl:42])=[CH:38][CH:37]=2)=[N:24]1)(=[O:12])[CH3:11], predict the reactants needed to synthesize it. The reactants are: C(N(CC)C(C)C)(C)C.[C:10](OC(=O)C)(=[O:12])[CH3:11].[NH2:17][C:18]([C:45]1[CH:50]=[CH:49][CH:48]=[C:47]([C:51]([F:54])([F:53])[F:52])[CH:46]=1)([CH3:44])[CH2:19][NH:20][C:21](=[O:43])[CH2:22][N:23]1[C:27](=[O:28])[N:26]([CH2:29][C@H:30]([OH:35])[C:31]([F:34])([F:33])[F:32])[C:25]([C:36]2[CH:41]=[CH:40][C:39]([Cl:42])=[CH:38][CH:37]=2)=[N:24]1. (10) Given the product [C:1]1([CH:9]([CH3:11])[CH3:10])[CH:6]=[CH:5][CH:4]=[CH:3][CH:2]=1, predict the reactants needed to synthesize it. The reactants are: [CH:1]1[CH:6]=[CH:5][CH:4]=[CH:3][CH:2]=1.[H][H].[CH:9](O)([CH3:11])[CH3:10].